This data is from Reaction yield outcomes from USPTO patents with 853,638 reactions. The task is: Predict the reaction yield, written as a fraction of the theoretical maximum amount of product (1.0 means a 100% yield; for example, 0.34 means a 34% yield). The reactants are [CH2:1]1[C:5]2([CH2:9][CH2:8][NH:7][CH2:6]2)[CH2:4][CH2:3][N:2]1[C:10]1[CH:11]=[N:12][C:13]([O:19][C:20]2[CH:25]=[CH:24][C:23]([O:26][C:27]3[CH:32]=[CH:31][CH:30]=[CH:29][CH:28]=3)=[CH:22][CH:21]=2)=[C:14]([CH:18]=1)[C:15]([NH2:17])=[O:16].C(N(CC)C(C)C)(C)C.[C:42](Cl)(=[O:45])[CH:43]=[CH2:44]. The catalyst is C(Cl)Cl. The product is [C:42]([N:7]1[CH2:8][CH2:9][C:5]2([CH2:1][N:2]([C:10]3[CH:11]=[N:12][C:13]([O:19][C:20]4[CH:25]=[CH:24][C:23]([O:26][C:27]5[CH:32]=[CH:31][CH:30]=[CH:29][CH:28]=5)=[CH:22][CH:21]=4)=[C:14]([CH:18]=3)[C:15]([NH2:17])=[O:16])[CH2:3][CH2:4]2)[CH2:6]1)(=[O:45])[CH:43]=[CH2:44]. The yield is 0.172.